Dataset: Forward reaction prediction with 1.9M reactions from USPTO patents (1976-2016). Task: Predict the product of the given reaction. (1) Given the reactants Br[C:2]1[N:7]=[C:6]2[N:8]([CH2:13][CH3:14])[C:9](=[O:12])[CH2:10][NH:11][C:5]2=[N:4][CH:3]=1.[B:15]1([B:15]2[O:19][C:18]([CH3:21])([CH3:20])[C:17]([CH3:23])([CH3:22])[O:16]2)[O:19][C:18]([CH3:21])([CH3:20])[C:17]([CH3:23])([CH3:22])[O:16]1.C([O-])(=O)C.[K+], predict the reaction product. The product is: [CH2:13]([N:8]1[C:6]2=[N:7][C:2]([B:15]3[O:19][C:18]([CH3:21])([CH3:20])[C:17]([CH3:23])([CH3:22])[O:16]3)=[CH:3][N:4]=[C:5]2[NH:11][CH2:10][C:9]1=[O:12])[CH3:14]. (2) Given the reactants [NH:1]1[CH:5]=[CH:4][C:3]([CH2:6][C:7]#[N:8])=[N:2]1.[CH:9](=[C:16]([C:19]#[N:20])[C:17]#[N:18])[C:10]1[CH:15]=[CH:14][CH:13]=[CH:12][CH:11]=1.N1CCCCC1, predict the reaction product. The product is: [NH2:20][C:19]1[N:2]2[N:1]=[CH:5][CH:4]=[C:3]2[C:6]([C:7]#[N:8])=[C:9]([C:10]2[CH:11]=[CH:12][CH:13]=[CH:14][CH:15]=2)[C:16]=1[C:17]#[N:18]. (3) The product is: [F:17][C:15]1[CH:16]=[C:11]([CH2:10][C@@H:9]([C:19]2[C:24]([C:25]3[CH:26]=[C:27]([CH:31]=[CH:32][CH:33]=3)[C:28]([NH2:30])=[O:29])=[CH:23][CH:22]=[CH:21][N:20]=2)[NH:8][C:45](=[O:46])[CH2:44][CH:43]2[C:42]3[C:37](=[CH:38][CH:39]=[CH:40][CH:41]=3)[NH:36][C:35]2=[O:34])[CH:12]=[C:13]([F:18])[CH:14]=1. Given the reactants FC(F)(F)C(O)=O.[NH2:8][C@H:9]([C:19]1[C:24]([C:25]2[CH:26]=[C:27]([CH:31]=[CH:32][CH:33]=2)[C:28]([NH2:30])=[O:29])=[CH:23][CH:22]=[CH:21][N:20]=1)[CH2:10][C:11]1[CH:16]=[C:15]([F:17])[CH:14]=[C:13]([F:18])[CH:12]=1.[O:34]=[C:35]1[CH:43]([CH2:44][C:45](O)=[O:46])[C:42]2[C:37](=[CH:38][CH:39]=[CH:40][CH:41]=2)[NH:36]1, predict the reaction product. (4) Given the reactants C([O:8][C:9]1[C:14]([O:15][CH3:16])=[CH:13][CH:12]=[CH:11][C:10]=1[CH:17](OCC)[C:18]1[CH:24]=[C:23]([Cl:25])[CH:22]=[CH:21][C:19]=1[NH2:20])C1C=CC=CC=1.[C:29](O)(=[O:36])[CH:30]([CH2:32][C:33]([OH:35])=[O:34])[SH:31].[OH-].[Na+].O.[OH-].[Li+], predict the reaction product. The product is: [Cl:25][C:23]1[CH:22]=[CH:21][C:19]2[NH:20][C:29](=[O:36])[C@@H:30]([CH2:32][C:33]([OH:35])=[O:34])[S:31][C@H:17]([C:10]3[CH:11]=[CH:12][CH:13]=[C:14]([O:15][CH3:16])[C:9]=3[OH:8])[C:18]=2[CH:24]=1.